The task is: Regression. Given two drug SMILES strings and cell line genomic features, predict the synergy score measuring deviation from expected non-interaction effect.. This data is from Merck oncology drug combination screen with 23,052 pairs across 39 cell lines. (1) Drug 1: NC(=O)c1cccc2cn(-c3ccc(C4CCCNC4)cc3)nc12. Drug 2: Cn1cc(-c2cnn3c(N)c(Br)c(C4CCCNC4)nc23)cn1. Cell line: UACC62. Synergy scores: synergy=7.91. (2) Drug 1: N.N.O=C(O)C1(C(=O)O)CCC1.[Pt]. Drug 2: C#Cc1cccc(Nc2ncnc3cc(OCCOC)c(OCCOC)cc23)c1. Cell line: LNCAP. Synergy scores: synergy=5.66. (3) Drug 1: COc1cccc2c1C(=O)c1c(O)c3c(c(O)c1C2=O)CC(O)(C(=O)CO)CC3OC1CC(N)C(O)C(C)O1. Drug 2: NC1(c2ccc(-c3nc4ccn5c(=O)[nH]nc5c4cc3-c3ccccc3)cc2)CCC1. Cell line: UWB1289BRCA1. Synergy scores: synergy=20.6. (4) Drug 1: COC1=C2CC(C)CC(OC)C(O)C(C)C=C(C)C(OC(N)=O)C(OC)C=CC=C(C)C(=O)NC(=CC1=O)C2=O. Drug 2: Cn1cc(-c2cnn3c(N)c(Br)c(C4CCCNC4)nc23)cn1. Cell line: A427. Synergy scores: synergy=23.0. (5) Drug 1: CN1C(=O)C=CC2(C)C3CCC4(C)C(NC(=O)OCC(F)(F)F)CCC4C3CCC12. Drug 2: COC1=C2CC(C)CC(OC)C(O)C(C)C=C(C)C(OC(N)=O)C(OC)C=CC=C(C)C(=O)NC(=CC1=O)C2=O. Cell line: LNCAP. Synergy scores: synergy=46.1.